Task: Regression. Given two drug SMILES strings and cell line genomic features, predict the synergy score measuring deviation from expected non-interaction effect.. Dataset: NCI-60 drug combinations with 297,098 pairs across 59 cell lines (1) Drug 1: CCC1(CC2CC(C3=C(CCN(C2)C1)C4=CC=CC=C4N3)(C5=C(C=C6C(=C5)C78CCN9C7C(C=CC9)(C(C(C8N6C)(C(=O)OC)O)OC(=O)C)CC)OC)C(=O)OC)O. Drug 2: C1=CC(=C(C=C1I)F)NC2=C(C=CC(=C2F)F)C(=O)NOCC(CO)O. Cell line: T-47D. Synergy scores: CSS=31.7, Synergy_ZIP=-2.60, Synergy_Bliss=0.773, Synergy_Loewe=-8.60, Synergy_HSA=2.52. (2) Drug 1: C1=CC(=C2C(=C1NCCNCCO)C(=O)C3=C(C=CC(=C3C2=O)O)O)NCCNCCO. Drug 2: CC(CN1CC(=O)NC(=O)C1)N2CC(=O)NC(=O)C2. Cell line: HT29. Synergy scores: CSS=51.8, Synergy_ZIP=-1.27, Synergy_Bliss=-2.93, Synergy_Loewe=-10.0, Synergy_HSA=2.95. (3) Drug 1: CC1=CC=C(C=C1)C2=CC(=NN2C3=CC=C(C=C3)S(=O)(=O)N)C(F)(F)F. Drug 2: B(C(CC(C)C)NC(=O)C(CC1=CC=CC=C1)NC(=O)C2=NC=CN=C2)(O)O. Cell line: SF-539. Synergy scores: CSS=30.4, Synergy_ZIP=0.223, Synergy_Bliss=-3.06, Synergy_Loewe=-31.2, Synergy_HSA=-5.23. (4) Drug 1: CC1=C2C(C(=O)C3(C(CC4C(C3C(C(C2(C)C)(CC1OC(=O)C(C(C5=CC=CC=C5)NC(=O)OC(C)(C)C)O)O)OC(=O)C6=CC=CC=C6)(CO4)OC(=O)C)OC)C)OC. Drug 2: C1=CN(C(=O)N=C1N)C2C(C(C(O2)CO)O)O.Cl. Cell line: SK-MEL-5. Synergy scores: CSS=38.1, Synergy_ZIP=0.436, Synergy_Bliss=-0.124, Synergy_Loewe=-9.28, Synergy_HSA=1.84. (5) Drug 1: CS(=O)(=O)C1=CC(=C(C=C1)C(=O)NC2=CC(=C(C=C2)Cl)C3=CC=CC=N3)Cl. Drug 2: C1CN1P(=S)(N2CC2)N3CC3. Cell line: SK-MEL-28. Synergy scores: CSS=0.767, Synergy_ZIP=1.05, Synergy_Bliss=0.253, Synergy_Loewe=-10.3, Synergy_HSA=-6.39. (6) Drug 1: CC(C1=C(C=CC(=C1Cl)F)Cl)OC2=C(N=CC(=C2)C3=CN(N=C3)C4CCNCC4)N. Drug 2: C1CCC(C(C1)N)N.C(=O)(C(=O)[O-])[O-].[Pt+4]. Cell line: NCIH23. Synergy scores: CSS=20.1, Synergy_ZIP=-3.93, Synergy_Bliss=4.35, Synergy_Loewe=6.00, Synergy_HSA=6.65. (7) Drug 1: C1=CC(=CC=C1CCC2=CNC3=C2C(=O)NC(=N3)N)C(=O)NC(CCC(=O)O)C(=O)O. Drug 2: CCCS(=O)(=O)NC1=C(C(=C(C=C1)F)C(=O)C2=CNC3=C2C=C(C=N3)C4=CC=C(C=C4)Cl)F. Cell line: SNB-19. Synergy scores: CSS=34.5, Synergy_ZIP=7.43, Synergy_Bliss=7.86, Synergy_Loewe=-16.6, Synergy_HSA=5.65. (8) Drug 1: CC1=C(C=C(C=C1)C(=O)NC2=CC(=CC(=C2)C(F)(F)F)N3C=C(N=C3)C)NC4=NC=CC(=N4)C5=CN=CC=C5. Drug 2: C1CN(P(=O)(OC1)NCCCl)CCCl. Cell line: NCI-H226. Synergy scores: CSS=-6.96, Synergy_ZIP=2.97, Synergy_Bliss=-0.158, Synergy_Loewe=-6.57, Synergy_HSA=-6.51.